Dataset: Peptide-MHC class II binding affinity with 134,281 pairs from IEDB. Task: Regression. Given a peptide amino acid sequence and an MHC pseudo amino acid sequence, predict their binding affinity value. This is MHC class II binding data. (1) The peptide sequence is PEAKYDAYVATLTEA. The MHC is DRB1_1602 with pseudo-sequence DRB1_1602. The binding affinity (normalized) is 0.276. (2) The peptide sequence is REQFLGALDLAKKRV. The MHC is DRB1_0401 with pseudo-sequence DRB1_0401. The binding affinity (normalized) is 0.698. (3) The peptide sequence is EIYNMVKFRMIAGQE. The MHC is DRB1_0701 with pseudo-sequence DRB1_0701. The binding affinity (normalized) is 0.798. (4) The peptide sequence is KYMVIQGEPGAVIRG. The MHC is DRB1_0401 with pseudo-sequence DRB1_0401. The binding affinity (normalized) is 0.681. (5) The peptide sequence is SLMYFHKRDMRLLSL. The MHC is DRB1_0801 with pseudo-sequence DRB1_0801. The binding affinity (normalized) is 0.703.